Dataset: Catalyst prediction with 721,799 reactions and 888 catalyst types from USPTO. Task: Predict which catalyst facilitates the given reaction. (1) The catalyst class is: 601. Reactant: [NH2:1][C:2]([C:4]1[CH:5]=[C:6]2[C:11](=[CH:12][CH:13]=1)[C:10](=[O:14])[N:9]([CH2:15][CH:16]([CH3:18])[CH3:17])[C:8]([CH2:19][NH:20][C:21](=[O:27])[O:22]C(C)(C)C)=[C:7]2[C:28]1[CH:33]=[CH:32][CH:31]=[CH:30][CH:29]=1)=[S:3].C(N(CC)CC)C.ClC(O[CH2:45][CH:46]1[C:58]2[CH:57]=[CH:56][CH:55]=[CH:54][C:53]=2[C:52]2[C:47]1=[CH:48][CH:49]=[CH:50][CH:51]=2)=O.O. Product: [NH2:1][C:2]([C:4]1[CH:5]=[C:6]2[C:11](=[CH:12][CH:13]=1)[C:10](=[O:14])[N:9]([CH2:15][CH:16]([CH3:18])[CH3:17])[C:8]([CH2:19][NH:20][C:21](=[O:27])[O:22][CH2:45][CH:46]1[C:47]3[CH:48]=[CH:49][CH:50]=[CH:51][C:52]=3[C:53]3[C:58]1=[CH:57][CH:56]=[CH:55][CH:54]=3)=[C:7]2[C:28]1[CH:33]=[CH:32][CH:31]=[CH:30][CH:29]=1)=[S:3]. (2) The catalyst class is: 4. Product: [F:1][C:2]1[CH:7]=[CH:6][CH:5]=[CH:4][C:3]=1[N:8]1[CH2:13][CH2:12][N:11]([C@H:14]2[CH2:19][CH2:18][C@H:17]([C:20]3[CH:21]=[C:22]([OH:26])[CH:23]=[CH:24][CH:25]=3)[CH2:16][CH2:15]2)[CH2:10][CH2:9]1. Reactant: [F:1][C:2]1[CH:7]=[CH:6][CH:5]=[CH:4][C:3]=1[N:8]1[CH2:13][CH2:12][N:11]([C@H:14]2[CH2:19][CH2:18][C@H:17]([C:20]3[CH:25]=[CH:24][CH:23]=[C:22]([O:26]C)[CH:21]=3)[CH2:16][CH2:15]2)[CH2:10][CH2:9]1.B(Br)(Br)Br. (3) Reactant: [CH:1]([C@H:4]1[C:17](=[O:18])[N:7]2[C@@H](C3C=CC=CC=3)[O:9][CH2:10][C@@H:6]2[CH2:5]1)([CH3:3])[CH3:2].FC(F)(F)C(O)=O. Product: [OH:9][CH2:10][C@H:6]1[NH:7][C:17](=[O:18])[C@H:4]([CH:1]([CH3:3])[CH3:2])[CH2:5]1. The catalyst class is: 4. (4) Product: [CH2:1]([O:3][C:4]1[CH:9]=[C:8]([CH2:10][N:11]2[CH2:16][CH2:15][CH:14]([NH:17][C:18]([C:19]3[CH:20]=[C:21]([O:27][S:40]([CH3:39])(=[O:42])=[O:41])[CH:22]=[C:23]([O:25][CH3:26])[CH:24]=3)=[O:28])[CH2:13][CH2:12]2)[CH:7]=[C:6]([O:29][CH2:30][CH3:31])[C:5]=1[C:32]1[CH:37]=[CH:36][C:35]([F:38])=[CH:34][CH:33]=1)[CH3:2]. The catalyst class is: 2. Reactant: [CH2:1]([O:3][C:4]1[CH:9]=[C:8]([CH2:10][N:11]2[CH2:16][CH2:15][CH:14]([NH:17][C:18](=[O:28])[C:19]3[CH:24]=[C:23]([O:25][CH3:26])[CH:22]=[C:21]([OH:27])[CH:20]=3)[CH2:13][CH2:12]2)[CH:7]=[C:6]([O:29][CH2:30][CH3:31])[C:5]=1[C:32]1[CH:37]=[CH:36][C:35]([F:38])=[CH:34][CH:33]=1)[CH3:2].[CH3:39][S:40](Cl)(=[O:42])=[O:41].C(N(C(C)C)C(C)C)C.